This data is from Reaction yield outcomes from USPTO patents with 853,638 reactions. The task is: Predict the reaction yield, written as a fraction of the theoretical maximum amount of product (1.0 means a 100% yield; for example, 0.34 means a 34% yield). The reactants are [CH2:1]([O:8][CH2:9][CH2:10][OH:11])[C:2]1[CH:7]=[CH:6][CH:5]=[CH:4][CH:3]=1.C(P(CCCC)CCCC)CCC.[CH3:25][O:26][C:27](=[O:41])[CH:28]([CH2:33][C:34]1[CH:39]=[CH:38][C:37](O)=[CH:36][CH:35]=1)[C:29]([O:31][CH3:32])=[O:30].CCCCCCC. The catalyst is C1C=CC=CC=1. The product is [CH3:32][O:31][C:29](=[O:30])[CH:28]([CH2:33][C:34]1[CH:35]=[CH:36][C:37]([O:11][CH2:10][CH2:9][O:8][CH2:1][C:2]2[CH:7]=[CH:6][CH:5]=[CH:4][CH:3]=2)=[CH:38][CH:39]=1)[C:27]([O:26][CH3:25])=[O:41]. The yield is 0.960.